From a dataset of Catalyst prediction with 721,799 reactions and 888 catalyst types from USPTO. Predict which catalyst facilitates the given reaction. (1) Reactant: [OH:1][C:2]1[CH:7]=[C:6]([C:8]([O:10]C)=[O:9])[CH:5]=[CH:4][C:3]=1[C:12]1[CH:17]=[CH:16][CH:15]=[CH:14][C:13]=1[CH3:18].[OH-].[Li+]. Product: [OH:1][C:2]1[CH:7]=[C:6]([C:8]([OH:10])=[O:9])[CH:5]=[CH:4][C:3]=1[C:12]1[CH:17]=[CH:16][CH:15]=[CH:14][C:13]=1[CH3:18]. The catalyst class is: 20. (2) Reactant: [CH2:1]([NH:8][C:9]([C:11]1[C:12]([Cl:20])=[N:13][C:14]([S:18][CH3:19])=[N:15][C:16]=1Cl)=[O:10])[C:2]1[CH:7]=[CH:6][CH:5]=[CH:4][CH:3]=1.CC([O-])(C)C.[K+].[C:27]([O:31][C:32]([N:34]1[CH2:39][CH2:38][CH:37]([CH2:40][CH2:41][OH:42])[CH2:36][CH2:35]1)=[O:33])([CH3:30])([CH3:29])[CH3:28]. Product: [C:27]([O:31][C:32]([N:34]1[CH2:39][CH2:38][CH:37]([CH2:40][CH2:41][O:42][C:16]2[C:11]([C:9](=[O:10])[NH:8][CH2:1][C:2]3[CH:3]=[CH:4][CH:5]=[CH:6][CH:7]=3)=[C:12]([Cl:20])[N:13]=[C:14]([S:18][CH3:19])[N:15]=2)[CH2:36][CH2:35]1)=[O:33])([CH3:30])([CH3:29])[CH3:28]. The catalyst class is: 1.